From a dataset of Forward reaction prediction with 1.9M reactions from USPTO patents (1976-2016). Predict the product of the given reaction. (1) The product is: [CH3:1][C:2]1[CH:7]=[CH:6][C:5]([CH3:8])=[CH:4][C:3]=1[NH:9][C:10]1[N:15]2[N:16]=[CH:17][C:18]([C:19]([O:21][CH2:22][CH3:23])=[O:20])=[C:14]2[N:13]=[CH:12][C:11]=1[C:24]([N:38]1[CH2:37][CH:36]=[C:35]([C:32]2[CH:33]=[CH:34][C:29]([F:28])=[CH:30][CH:31]=2)[CH2:40][CH2:39]1)=[O:26]. Given the reactants [CH3:1][C:2]1[CH:7]=[CH:6][C:5]([CH3:8])=[CH:4][C:3]=1[NH:9][C:10]1[N:15]2[N:16]=[CH:17][C:18]([C:19]([O:21][CH2:22][CH3:23])=[O:20])=[C:14]2[N:13]=[CH:12][C:11]=1[C:24]([OH:26])=O.Cl.[F:28][C:29]1[CH:34]=[CH:33][C:32]([C:35]2[CH2:36][CH2:37][NH:38][CH2:39][CH:40]=2)=[CH:31][CH:30]=1, predict the reaction product. (2) Given the reactants [C:1]([OH:8])(=[O:7])[CH2:2][CH2:3][C:4]([CH3:6])=[O:5].[C:9](OCC)(=[O:11])[CH3:10], predict the reaction product. The product is: [CH3:10][C:9]([CH2:6][C:4]([CH2:3][CH2:2][C:1]([OH:8])=[O:7])=[O:5])=[O:11]. (3) Given the reactants [CH3:1][C@H:2]1[C:10]2[C:9]([N:11]3[CH2:16][CH2:15][N:14](C(OC(C)(C)C)=O)[CH2:13][CH2:12]3)=[N:8][CH:7]=[N:6][C:5]=2[CH2:4][CH2:3]1.[ClH:24], predict the reaction product. The product is: [ClH:24].[ClH:24].[CH3:1][C@H:2]1[C:10]2[C:9]([N:11]3[CH2:16][CH2:15][NH:14][CH2:13][CH2:12]3)=[N:8][CH:7]=[N:6][C:5]=2[CH2:4][CH2:3]1. (4) Given the reactants [O:1]1[CH2:6][CH2:5][NH:4][C:3]2[CH:7]=[CH:8][C:9]([S:11](Cl)(=[O:13])=[O:12])=[CH:10][C:2]1=2.[S:15]1[C:19]([NH2:20])=[N:18][CH:17]=[N:16]1.C1COCC1.[OH-].[Na+], predict the reaction product. The product is: [S:15]1[C:19]([NH:20][S:11]([C:9]2[CH:8]=[CH:7][C:3]3[NH:4][CH2:5][CH2:6][O:1][C:2]=3[CH:10]=2)(=[O:13])=[O:12])=[N:18][CH:17]=[N:16]1. (5) Given the reactants Cl.[CH2:2]([NH:4][C:5]([NH:7][C:8]1[CH:13]=[CH:12][C:11]([C:14]2[C:15]3[CH2:28][NH:27][CH2:26][C:16]=3[N:17]=[C:18]([N:20]3[CH2:25][CH2:24][O:23][CH2:22][CH2:21]3)[N:19]=2)=[CH:10][CH:9]=1)=[O:6])[CH3:3].C([O-])(O)=O.[Na+].Cl[C:35]([O:37][CH2:38][CH3:39])=[O:36], predict the reaction product. The product is: [CH2:2]([NH:4][C:5](=[O:6])[NH:7][C:8]1[CH:13]=[CH:12][C:11]([C:14]2[C:15]3[CH2:28][N:27]([C:35]([O:37][CH2:38][CH3:39])=[O:36])[CH2:26][C:16]=3[N:17]=[C:18]([N:20]3[CH2:25][CH2:24][O:23][CH2:22][CH2:21]3)[N:19]=2)=[CH:10][CH:9]=1)[CH3:3]. (6) Given the reactants [N:1]1([S:10]([C:13]2[CH:26]=[CH:25][C:16]3[CH2:17][CH2:18][N:19](C(=O)C)[CH2:20][CH2:21][C:15]=3[CH:14]=2)(=[O:12])=[O:11])[C:9]2[C:4](=[CH:5][CH:6]=[CH:7][CH:8]=2)[CH:3]=[CH:2]1.C(OCC)(=O)C.C(=O)([O-])O.[Na+], predict the reaction product. The product is: [N:1]1([S:10]([C:13]2[CH:26]=[CH:25][C:16]3[CH2:17][CH2:18][NH:19][CH2:20][CH2:21][C:15]=3[CH:14]=2)(=[O:11])=[O:12])[C:9]2[C:4](=[CH:5][CH:6]=[CH:7][CH:8]=2)[CH:3]=[CH:2]1. (7) Given the reactants [N+:1]([C:4]1[CH:12]=[CH:11][CH:10]=[C:6]([C:7]([OH:9])=[O:8])[C:5]=1[OH:13])([O-:3])=[O:2].S(=O)(=O)(O)O.[CH3:19]O, predict the reaction product. The product is: [N+:1]([C:4]1[CH:12]=[CH:11][CH:10]=[C:6]([C:7]([O:9][CH3:19])=[O:8])[C:5]=1[OH:13])([O-:3])=[O:2]. (8) Given the reactants [CH3:1][O:2][C:3]1[CH:20]=[CH:19][C:6]([C:7]([CH:9]2[CH2:14][CH2:13][N:12]([CH2:15][C:16]([OH:18])=O)[CH2:11][CH2:10]2)=[O:8])=[CH:5][C:4]=1[CH3:21].CCN=C=NCCCN(C)C.Cl.C1C=CC2N(O)N=NC=2C=1.C(N(CC)CC)C.[NH2:51][CH2:52][C:53]1[NH:54][C:55](=[O:63])[C:56]2[CH2:62][O:61][CH2:60][CH2:59][C:57]=2[N:58]=1, predict the reaction product. The product is: [CH3:1][O:2][C:3]1[CH:20]=[CH:19][C:6]([C:7]([CH:9]2[CH2:10][CH2:11][N:12]([CH2:15][C:16]([NH:51][CH2:52][C:53]3[NH:54][C:55](=[O:63])[C:56]4[CH2:62][O:61][CH2:60][CH2:59][C:57]=4[N:58]=3)=[O:18])[CH2:13][CH2:14]2)=[O:8])=[CH:5][C:4]=1[CH3:21]. (9) Given the reactants Cl[CH2:2][CH2:3][CH2:4][O:5][C:6]1[CH:11]=[CH:10][C:9]([C:12]2[N:13]=[C:14]3[C:19]([CH3:20])=[CH:18][CH:17]=[CH:16][N:15]3[CH:21]=2)=[CH:8][CH:7]=1.N[C:23]1[CH:28]=[CH:27][CH:26]=[CH:25][CH:24]=1.[CH2:29]([NH:33]CCCC)CCC, predict the reaction product. The product is: [CH2:29]([NH:33][CH2:2][CH2:3][CH2:4][O:5][C:6]1[CH:11]=[CH:10][C:9]([C:12]2[N:13]=[C:14]3[C:19]([CH3:20])=[CH:18][CH:17]=[CH:16][N:15]3[CH:21]=2)=[CH:8][CH:7]=1)[C:23]1[CH:28]=[CH:27][CH:26]=[CH:25][CH:24]=1.